Task: Predict the product of the given reaction.. Dataset: Forward reaction prediction with 1.9M reactions from USPTO patents (1976-2016) Given the reactants [H-].[Na+].C[Si](N[Si](C)(C)C)(C)C.[CH:12]([C:15]1[CH:21]=[CH:20][C:18]([NH2:19])=[C:17]([N+:22]([O-:24])=[O:23])[CH:16]=1)([CH3:14])[CH3:13].[CH3:25][C:26]([O:29][C:30](O[C:30]([O:29][C:26]([CH3:28])([CH3:27])[CH3:25])=[O:31])=[O:31])([CH3:28])[CH3:27], predict the reaction product. The product is: [CH:12]([C:15]1[CH:21]=[CH:20][C:18]([NH:19][C:30](=[O:31])[O:29][C:26]([CH3:28])([CH3:27])[CH3:25])=[C:17]([N+:22]([O-:24])=[O:23])[CH:16]=1)([CH3:14])[CH3:13].